Dataset: Full USPTO retrosynthesis dataset with 1.9M reactions from patents (1976-2016). Task: Predict the reactants needed to synthesize the given product. (1) Given the product [CH3:55][C:56]1[N:61]=[CH:60][C:59]([C:62]([N:15]2[CH2:16][CH2:17][N:12]([S:9]([C:6]3[CH:5]=[CH:4][C:3]([C:2]([F:1])([F:18])[F:19])=[CH:8][CH:7]=3)(=[O:10])=[O:11])[CH2:13][CH2:14]2)=[O:63])=[CH:58][CH:57]=1, predict the reactants needed to synthesize it. The reactants are: [F:1][C:2]([F:19])([F:18])[C:3]1[CH:8]=[CH:7][C:6]([S:9]([N:12]2[CH2:17][CH2:16][NH:15][CH2:14][CH2:13]2)(=[O:11])=[O:10])=[CH:5][CH:4]=1.C1C=CC2N(O)N=NC=2C=1.O.CN(C(ON1N=NC2C=CC=CC1=2)=[N+](C)C)C.F[P-](F)(F)(F)(F)F.[CH3:55][C:56]1[N:61]=[CH:60][C:59]([C:62](O)=[O:63])=[CH:58][CH:57]=1.CCN(C(C)C)C(C)C. (2) The reactants are: [C:1](#[N:4])[CH2:2]O.[C:5]([O:9][C:10](=[O:15])[NH:11][CH2:12][CH2:13][NH2:14])([CH3:8])([CH3:7])[CH3:6]. Given the product [C:5]([O:9][C:10](=[O:15])[NH:11][CH2:12][CH2:13][NH:14][CH2:2][C:1]#[N:4])([CH3:8])([CH3:6])[CH3:7], predict the reactants needed to synthesize it. (3) The reactants are: CO[C:3]1[CH:4]=[CH:5][C:6](C(=O)CC)=[C:7]2[C:12]=1[N:11]=CC=[CH:8]2.C[Si](C)(C)[NH:19][Si](C)(C)C.BrC[C:28]([O:30][C:31]([CH3:34])([CH3:33])C)=O.[Cl-].[NH4+:36].[CH2:37]1[CH2:41][O:40][CH2:39][CH2:38]1. Given the product [CH3:28][O:30][C:31]1[CH:33]=[CH:8][C:7]([C:12]2[CH:38]([CH3:39])[CH2:37][C:41](=[O:40])[NH:19][N:11]=2)=[C:6]2[C:34]=1[N:36]=[CH:3][CH:4]=[CH:5]2, predict the reactants needed to synthesize it. (4) The reactants are: [NH2:1][C@H:2]1[CH2:7][CH2:6][C@H:5]([NH:8][C:9]2[CH:16]=[C:15]([N:17]3[C:25]4[CH2:24][C:23]([CH3:27])([CH3:26])[CH2:22][C:21](=[O:28])[C:20]=4[C:19]([C:29]([F:32])([F:31])[F:30])=[N:18]3)[CH:14]=[CH:13][C:10]=2[C:11]#[N:12])[CH2:4][CH2:3]1.CS(C)=[O:35]. Given the product [NH2:1][C@H:2]1[CH2:3][CH2:4][C@H:5]([NH:8][C:9]2[CH:16]=[C:15]([N:17]3[C:25]4[CH2:24][C:23]([CH3:27])([CH3:26])[CH2:22][C:21](=[O:28])[C:20]=4[C:19]([C:29]([F:31])([F:32])[F:30])=[N:18]3)[CH:14]=[CH:13][C:10]=2[C:11]([NH2:12])=[O:35])[CH2:6][CH2:7]1, predict the reactants needed to synthesize it. (5) Given the product [Si:19]([O:1][CH2:2][C@H:3]1[C@@H:8]([OH:9])[CH:7]=[CH:6][CH2:5][O:4]1)([C:16]([CH3:18])([CH3:17])[CH3:15])([CH3:21])[CH3:20], predict the reactants needed to synthesize it. The reactants are: [OH:1][CH2:2][C@H:3]1[C@@H:8]([OH:9])[CH:7]=[CH:6][CH2:5][O:4]1.N1C=CN=C1.[CH3:15][C:16]([Si:19](Cl)([CH3:21])[CH3:20])([CH3:18])[CH3:17]. (6) Given the product [O:1]1[C:6]2[CH:7]=[CH:8][CH:9]=[CH:10][C:5]=2[N:4]([CH:11]([C:18]2[CH:23]=[CH:22][CH:21]=[CH:20][CH:19]=2)[CH:12]([OH:17])[CH2:13][NH:15][CH3:16])[CH2:3][CH2:2]1, predict the reactants needed to synthesize it. The reactants are: [O:1]1[C:6]2[CH:7]=[CH:8][CH:9]=[CH:10][C:5]=2[N:4]([CH:11]([C:18]2[CH:23]=[CH:22][CH:21]=[CH:20][CH:19]=2)[CH:12]([OH:17])[C:13]([NH:15][CH3:16])=O)[CH2:3][CH2:2]1.B.Cl.